This data is from Reaction yield outcomes from USPTO patents with 853,638 reactions. The task is: Predict the reaction yield, written as a fraction of the theoretical maximum amount of product (1.0 means a 100% yield; for example, 0.34 means a 34% yield). (1) The reactants are [C:1]([C:5]1[N:9]([CH2:10][CH:11]2[CH2:16][CH2:15][O:14][CH2:13][CH2:12]2)[C:8]2[CH:17]=[CH:18][C:19]([S:21](Cl)(=[O:23])=[O:22])=[CH:20][C:7]=2[N:6]=1)([CH3:4])([CH3:3])[CH3:2].[CH:25]1([NH2:31])[CH2:30][CH2:29][CH2:28][CH2:27][CH2:26]1. The catalyst is CN(C1C=CN=CC=1)C.CC#N. The product is [C:1]([C:5]1[N:9]([CH2:10][CH:11]2[CH2:16][CH2:15][O:14][CH2:13][CH2:12]2)[C:8]2[CH:17]=[CH:18][C:19]([S:21]([NH:31][CH:25]3[CH2:30][CH2:29][CH2:28][CH2:27][CH2:26]3)(=[O:23])=[O:22])=[CH:20][C:7]=2[N:6]=1)([CH3:4])([CH3:3])[CH3:2]. The yield is 0.440. (2) The reactants are [CH3:1][O:2][C:3]([C:5]1[C:14]2[C:13](F)([F:15])[C:12](=[O:17])[CH:11]=[CH:10][C:9]=2[N:8]=[CH:7][C:6]=1[O:18][C:19](=[O:21])[CH3:20])=[O:4]. The catalyst is [Pd].CO. The product is [CH3:1][O:2][C:3]([C:5]1[C:14]2[C:9](=[CH:10][CH:11]=[C:12]([OH:17])[C:13]=2[F:15])[N:8]=[CH:7][C:6]=1[O:18][C:19](=[O:21])[CH3:20])=[O:4]. The yield is 0.950.